This data is from Catalyst prediction with 721,799 reactions and 888 catalyst types from USPTO. The task is: Predict which catalyst facilitates the given reaction. (1) Reactant: [Cl:1][C:2]1[CH:3]=[C:4]2[C:10]([C:11]3[N:16]=[C:15]([NH:17][C@H:18]4[CH2:23][CH2:22][CH2:21][C@@:20]([CH2:25][C:26](O)=[O:27])([OH:24])[CH2:19]4)[C:14]([F:29])=[CH:13][N:12]=3)=[CH:9][NH:8][C:5]2=[N:6][CH:7]=1.[CH3:30][N:31](C(ON1N=NC2C=CC=NC1=2)=[N+](C)C)C.F[P-](F)(F)(F)(F)F.CN. Product: [Cl:1][C:2]1[CH:3]=[C:4]2[C:10]([C:11]3[N:16]=[C:15]([NH:17][C@H:18]4[CH2:23][CH2:22][CH2:21][C@@:20]([CH2:25][C:26]([NH:31][CH3:30])=[O:27])([OH:24])[CH2:19]4)[C:14]([F:29])=[CH:13][N:12]=3)=[CH:9][NH:8][C:5]2=[N:6][CH:7]=1. The catalyst class is: 705. (2) Reactant: [NH2:1][C:2]1[N:7]=[CH:6][C:5]([C:8]2[CH:12]=[C:11]([CH:13]3[CH:24]4[CH:14]3[CH2:15][CH:16]3[N:21]([CH3:22])[C:20](=O)[CH2:19][O:18][CH:17]34)[N:10]([CH:25]([CH3:27])[CH3:26])[N:9]=2)=[CH:4][C:3]=1[C:28]([F:31])([F:30])[F:29].CO. Product: [CH:25]([N:10]1[C:11]([CH:13]2[CH:24]3[CH:14]2[CH2:15][CH:16]2[N:21]([CH3:22])[CH2:20][CH2:19][O:18][CH:17]23)=[CH:12][C:8]([C:5]2[CH:4]=[C:3]([C:28]([F:30])([F:31])[F:29])[C:2]([NH2:1])=[N:7][CH:6]=2)=[N:9]1)([CH3:27])[CH3:26]. The catalyst class is: 7.